Dataset: Reaction yield outcomes from USPTO patents with 853,638 reactions. Task: Predict the reaction yield, written as a fraction of the theoretical maximum amount of product (1.0 means a 100% yield; for example, 0.34 means a 34% yield). (1) The reactants are [ClH:1].[F:2][C:3]1[CH:4]=[C:5]([C@H:10]([NH2:24])[CH2:11][CH2:12][CH:13]2[C:18](=[O:19])[N:17]([CH2:20][CH3:21])[C:16](=[O:22])[NH:15][C:14]2=O)[CH:6]=[CH:7][C:8]=1[F:9]. The catalyst is O=P(Cl)(Cl)Cl. The product is [NH2:24][C@@H:10]([C:5]1[CH:6]=[CH:7][C:8]([F:9])=[C:3]([F:2])[CH:4]=1)[CH2:11][CH2:12][C:13]1[C:18](=[O:19])[N:17]([CH2:20][CH3:21])[C:16](=[O:22])[NH:15][C:14]=1[Cl:1]. The yield is 0.360. (2) The yield is 0.720. The reactants are Cl[C:2]1[C:7]([C:8]#[N:9])=[CH:6][N:5]=[C:4]([S:10][CH3:11])[N:3]=1.[NH2:12][C@@H:13]1[CH2:18][CH2:17][C@H:16]([OH:19])[C:15]([CH3:21])([CH3:20])[CH2:14]1.CCN(C(C)C)C(C)C. The catalyst is C(O)(C)C. The product is [OH:19][C@H:16]1[CH2:17][CH2:18][C@@H:13]([NH:12][C:2]2[C:7]([C:8]#[N:9])=[CH:6][N:5]=[C:4]([S:10][CH3:11])[N:3]=2)[CH2:14][C:15]1([CH3:21])[CH3:20]. (3) The product is [F:1][C:2]1[CH:3]=[C:4]([N:9]2[C:13]([CH3:14])([CH3:15])[C:12](=[O:16])[N:11]([C:17]3[CH:24]=[CH:23][C:20]([C:21]#[N:22])=[C:19]([C:25]([F:26])([F:27])[F:28])[CH:18]=3)[C:10]2=[S:29])[CH:5]=[CH:6][C:7]=1[O:8][CH:32]1[CH2:33][CH2:34][NH:30][CH2:31]1. The catalyst is CC1C=CC=CC=1. The yield is 0.776. The reactants are [F:1][C:2]1[CH:3]=[C:4]([N:9]2[C:13]([CH3:15])([CH3:14])[C:12](=[O:16])[N:11]([C:17]3[CH:24]=[CH:23][C:20]([C:21]#[N:22])=[C:19]([C:25]([F:28])([F:27])[F:26])[CH:18]=3)[C:10]2=[S:29])[CH:5]=[CH:6][C:7]=1[OH:8].[NH:30]1[CH2:34][CH2:33][CH:32](O)[CH2:31]1.N(C(N1CCCCC1)=O)=NC(N1CCCCC1)=O.C(P(CCCC)CCCC)CCC.